Predict the product of the given reaction. From a dataset of Forward reaction prediction with 1.9M reactions from USPTO patents (1976-2016). (1) Given the reactants [Cl:1][C:2]1[CH:8]=[CH:7][C:5]([NH2:6])=[CH:4][C:3]=1[C:9]1[CH:14]=[CH:13][CH:12]=[CH:11][N:10]=1.[CH3:15][N:16]([C:21]1[CH:29]=[CH:28][C:24]([C:25](O)=[O:26])=[CH:23][CH:22]=1)[S:17]([CH3:20])(=[O:19])=[O:18], predict the reaction product. The product is: [Cl:1][C:2]1[CH:8]=[CH:7][C:5]([NH:6][C:25](=[O:26])[C:24]2[CH:28]=[CH:29][C:21]([N:16]([CH3:15])[S:17]([CH3:20])(=[O:19])=[O:18])=[CH:22][CH:23]=2)=[CH:4][C:3]=1[C:9]1[CH:14]=[CH:13][CH:12]=[CH:11][N:10]=1. (2) Given the reactants [CH3:1][C:2]1[C:7]([CH:8]([CH2:13][CH2:14][CH3:15])[C:9]([O:11]C)=[O:10])=[C:6]([N:16]2[CH2:21][CH2:20][CH2:19][CH2:18][CH2:17]2)[N:5]=[C:4]([N:22]2[CH2:27][CH2:26][CH2:25][CH2:24][CH2:23]2)[N:3]=1.[OH-].[Na+], predict the reaction product. The product is: [CH3:1][C:2]1[C:7]([CH:8]([CH2:13][CH2:14][CH3:15])[C:9]([OH:11])=[O:10])=[C:6]([N:16]2[CH2:17][CH2:18][CH2:19][CH2:20][CH2:21]2)[N:5]=[C:4]([N:22]2[CH2:27][CH2:26][CH2:25][CH2:24][CH2:23]2)[N:3]=1. (3) Given the reactants [Br:1][C:2]1[CH:11]=[C:10]2[C:5]([CH:6]=[CH:7][NH:8][C:9]2=[O:12])=[CH:4][C:3]=1[F:13].[H-].[Na+].[CH3:16][O:17][C:18]1[CH:25]=[CH:24][C:21]([CH2:22]Cl)=[CH:20][CH:19]=1, predict the reaction product. The product is: [Br:1][C:2]1[CH:11]=[C:10]2[C:5]([CH:6]=[CH:7][N:8]([CH2:22][C:21]3[CH:24]=[CH:25][C:18]([O:17][CH3:16])=[CH:19][CH:20]=3)[C:9]2=[O:12])=[CH:4][C:3]=1[F:13]. (4) Given the reactants [CH3:1][C:2]1[NH:6][N:5]=[C:4]([CH2:7][CH2:8][C:9]2[CH:14]=[CH:13][C:12]([N+:15]([O-:17])=[O:16])=[CH:11][CH:10]=2)[N:3]=1.[CH3:18][C:19]([O:22][C:23](O[C:23]([O:22][C:19]([CH3:21])([CH3:20])[CH3:18])=[O:24])=[O:24])([CH3:21])[CH3:20].CCN(CC)CC, predict the reaction product. The product is: [C:19]([O:22][C:23]([N:6]1[C:2]([CH3:1])=[N:3][C:4]([CH2:7][CH2:8][C:9]2[CH:14]=[CH:13][C:12]([N+:15]([O-:17])=[O:16])=[CH:11][CH:10]=2)=[N:5]1)=[O:24])([CH3:21])([CH3:20])[CH3:18]. (5) Given the reactants [CH:1]1([CH2:6][CH:7]([N:11]2[C:16](=[O:17])[CH:15]=[C:14](I)[CH:13]=[N:12]2)[C:8]([OH:10])=O)[CH2:5][CH2:4][CH2:3][CH2:2]1.C(N(CC)C(C)C)(C)C.F[P-](F)(F)(F)(F)F.[N:35]1([O:44][P+](N(C)C)(N(C)C)N(C)C)[C:39]2[CH:40]=[CH:41][CH:42]=[CH:43][C:38]=2[N:37]=[N:36]1.[CH3:55][C:56]1([CH3:68])[O:60][C@H:59]([CH2:61][N:62]2[CH:66]=[CH:65][C:64]([NH2:67])=[N:63]2)[CH2:58][O:57]1, predict the reaction product. The product is: [N:35]1([O:44][C:14]2[CH:13]=[N:12][N:11]([CH:7]([CH2:6][CH:1]3[CH2:2][CH2:3][CH2:4][CH2:5]3)[C:8]([NH:67][C:64]3[CH:65]=[CH:66][N:62]([CH2:61][C@@H:59]4[CH2:58][O:57][C:56]([CH3:68])([CH3:55])[O:60]4)[N:63]=3)=[O:10])[C:16](=[O:17])[CH:15]=2)[C:39]2[CH:40]=[CH:41][CH:42]=[CH:43][C:38]=2[N:37]=[N:36]1. (6) Given the reactants [NH2:1][C:2]1[S:3][CH:4]=[C:5]([CH2:7][C:8]([O:10][CH2:11][CH3:12])=[O:9])[N:6]=1.[F:13][C:14]1[CH:15]=[C:16]([S:20](Cl)(=[O:22])=[O:21])[CH:17]=[CH:18][CH:19]=1, predict the reaction product. The product is: [F:13][C:14]1[CH:15]=[C:16]([S:20]([NH:1][C:2]2[S:3][CH:4]=[C:5]([CH2:7][C:8]([O:10][CH2:11][CH3:12])=[O:9])[N:6]=2)(=[O:22])=[O:21])[CH:17]=[CH:18][CH:19]=1. (7) The product is: [C:27]([S:29][CH:16]1[CH2:17][CH2:18][N:13]([CH:5]([C:6]2[CH:11]=[CH:10][CH:9]=[CH:8][C:7]=2[F:12])[C:4]([CH:1]2[CH2:3][CH2:2]2)=[O:26])[CH2:14]/[C:15]/1=[CH:20]\[C:21]1[O:22][CH:23]=[CH:24][CH:25]=1)(=[O:30])[CH3:28]. Given the reactants [CH:1]1([C:4](=[O:26])[CH:5]([N:13]2[CH2:18][CH2:17][CH:16](O)/[C:15](=[CH:20]/[C:21]3[O:22][CH:23]=[CH:24][CH:25]=3)/[CH2:14]2)[C:6]2[CH:11]=[CH:10][CH:9]=[CH:8][C:7]=2[F:12])[CH2:3][CH2:2]1.[C:27]([OH:30])(=[S:29])[CH3:28].C(OC(OCC(C)(C)C)N(C)C)C(C)(C)C.C(=O)([O-])O.[Na+], predict the reaction product. (8) Given the reactants [CH3:1][O:2][C:3]1[C:11]2[O:10][CH:9]([CH2:12][NH:13]C(=O)OC(C)(C)C)[CH2:8][C:7]=2[CH:6]=[C:5]([C:21]2[CH:26]=[CH:25][C:24]([C:27]([N:29]3[CH2:34][CH2:33][O:32][CH2:31][CH2:30]3)=[O:28])=[CH:23][CH:22]=2)[CH:4]=1.C(O)(C(F)(F)F)=O, predict the reaction product. The product is: [NH2:13][CH2:12][CH:9]1[CH2:8][C:7]2[CH:6]=[C:5]([C:21]3[CH:22]=[CH:23][C:24]([C:27]([N:29]4[CH2:30][CH2:31][O:32][CH2:33][CH2:34]4)=[O:28])=[CH:25][CH:26]=3)[CH:4]=[C:3]([O:2][CH3:1])[C:11]=2[O:10]1.